From a dataset of NCI-60 drug combinations with 297,098 pairs across 59 cell lines. Regression. Given two drug SMILES strings and cell line genomic features, predict the synergy score measuring deviation from expected non-interaction effect. (1) Drug 1: C1CC(=O)NC(=O)C1N2CC3=C(C2=O)C=CC=C3N. Drug 2: C1=CC(=CC=C1C#N)C(C2=CC=C(C=C2)C#N)N3C=NC=N3. Cell line: RPMI-8226. Synergy scores: CSS=9.08, Synergy_ZIP=-3.00, Synergy_Bliss=3.96, Synergy_Loewe=0.819, Synergy_HSA=1.01. (2) Drug 1: C1=CC=C(C(=C1)C(C2=CC=C(C=C2)Cl)C(Cl)Cl)Cl. Drug 2: C(CC(=O)O)C(=O)CN.Cl. Cell line: U251. Synergy scores: CSS=7.90, Synergy_ZIP=-3.64, Synergy_Bliss=-2.05, Synergy_Loewe=-1.66, Synergy_HSA=-1.76.